From a dataset of Catalyst prediction with 721,799 reactions and 888 catalyst types from USPTO. Predict which catalyst facilitates the given reaction. Reactant: [C:1]1([CH:7]([CH3:9])[CH3:8])[CH:6]=[CH:5][CH:4]=[CH:3][CH:2]=1.ON1C(=O)C2=CC=CC=C2C1=O.C(=O)C.[O:25]=[O:26]. Product: [C:7]([O:25][OH:26])([C:1]1[CH:6]=[CH:5][CH:4]=[CH:3][CH:2]=1)([CH3:9])[CH3:8]. The catalyst class is: 10.